Dataset: Catalyst prediction with 721,799 reactions and 888 catalyst types from USPTO. Task: Predict which catalyst facilitates the given reaction. (1) Reactant: ClC1C(C(O)=O)=CN=C2N(CC)N=CC=12.[CH2:16]([NH:23][C:24]([C:26]1[C:27]([Cl:37])=[C:28]2[CH:34]=[N:33][N:32]([CH2:35][CH3:36])[C:29]2=[N:30][CH:31]=1)=[O:25])[C:17]1C=CC=C[CH:18]=1.CCN(C(C)C)C(C)C.C(N)CC. Product: [Cl:37][C:27]1[C:26]([C:24]([NH:23][CH2:16][CH2:17][CH3:18])=[O:25])=[CH:31][N:30]=[C:29]2[N:32]([CH2:35][CH3:36])[N:33]=[CH:34][C:28]=12. The catalyst class is: 7. (2) Reactant: [C:1]([O:5][C:6]([NH:8][C@@H:9]([C:20]1[CH:25]=[CH:24][C:23]([OH:26])=[CH:22][CH:21]=1)[C:10]([O:12][CH2:13][C:14]1[CH:19]=[CH:18][CH:17]=[CH:16][CH:15]=1)=[O:11])=[O:7])([CH3:4])([CH3:3])[CH3:2].N1C=CC=CC=1.[F:33][C:34]([F:47])([F:46])[S:35](O[S:35]([C:34]([F:47])([F:46])[F:33])(=[O:37])=[O:36])(=[O:37])=[O:36]. Product: [C:1]([O:5][C:6]([NH:8][C@@H:9]([C:20]1[CH:25]=[CH:24][C:23]([O:26][S:35]([C:34]([F:47])([F:46])[F:33])(=[O:37])=[O:36])=[CH:22][CH:21]=1)[C:10]([O:12][CH2:13][C:14]1[CH:15]=[CH:16][CH:17]=[CH:18][CH:19]=1)=[O:11])=[O:7])([CH3:4])([CH3:2])[CH3:3]. The catalyst class is: 2. (3) Product: [CH:5]([O:8][C:9]([C:11]1[CH:12]=[C:13]([CH3:30])[C:14]2[O:20][C:19]3[C:21]([Cl:26])=[CH:22][C:23]([NH:25][CH:1]=[O:2])=[CH:24][C:18]=3[CH2:17][S:16](=[O:28])(=[O:27])[C:15]=2[CH:29]=1)=[O:10])([CH3:7])[CH3:6]. The catalyst class is: 106. Reactant: [CH:1]([O-])=[O:2].[Na+].[CH:5]([O:8][C:9]([C:11]1[CH:12]=[C:13]([CH3:30])[C:14]2[O:20][C:19]3[C:21]([Cl:26])=[CH:22][C:23]([NH2:25])=[CH:24][C:18]=3[CH2:17][S:16](=[O:28])(=[O:27])[C:15]=2[CH:29]=1)=[O:10])([CH3:7])[CH3:6].COC(C1C=C(C)C2OC3C(Cl)=CC(N)=CC=3CS(=O)(=O)C=2C=1)=O.